Dataset: Full USPTO retrosynthesis dataset with 1.9M reactions from patents (1976-2016). Task: Predict the reactants needed to synthesize the given product. (1) The reactants are: [C:1]([O:5][C:6]([N:8]1[CH2:13][CH2:12][N:11]2[C:14]([C:17](=[O:22])C(Cl)(Cl)Cl)=[CH:15][CH:16]=[C:10]2[CH:9]1[CH3:23])=[O:7])([CH3:4])([CH3:3])[CH3:2].[CH:24]1([NH2:27])[CH2:26][CH2:25]1. Given the product [C:1]([O:5][C:6]([N:8]1[CH2:13][CH2:12][N:11]2[C:14]([C:17](=[O:22])[NH:27][CH:24]3[CH2:26][CH2:25]3)=[CH:15][CH:16]=[C:10]2[CH:9]1[CH3:23])=[O:7])([CH3:4])([CH3:3])[CH3:2], predict the reactants needed to synthesize it. (2) Given the product [Cl:13][C:6]1[N:5]=[CH:4][N:3]=[C:2]([O:21][CH2:20][C:19]2[CH:18]=[CH:17][C:16]([C:15]([F:14])([F:24])[F:25])=[CH:23][CH:22]=2)[C:7]=1[CH:8]1[O:12][CH2:11][CH2:10][O:9]1, predict the reactants needed to synthesize it. The reactants are: Cl[C:2]1[C:7]([CH:8]2[O:12][CH2:11][CH2:10][O:9]2)=[C:6]([Cl:13])[N:5]=[CH:4][N:3]=1.[F:14][C:15]([F:25])([F:24])[C:16]1[CH:23]=[CH:22][C:19]([CH2:20][OH:21])=[CH:18][CH:17]=1.[H-].[Na+]. (3) Given the product [N+:42]([C:39]1[CH:40]=[CH:41][C:36]([O:35][C:34](=[O:48])[O:47][CH2:50][N:28]2[C:29]3[C:24](=[CH:23][CH:22]=[C:21]([O:20][CH2:19][CH2:18][CH2:17][CH2:16][N:13]4[CH2:12][CH2:11][N:10]([C:6]5[C:3]6[CH:4]=[CH:5][S:1][C:2]=6[CH:9]=[CH:8][CH:7]=5)[CH2:15][CH2:14]4)[CH:30]=3)[CH:25]=[CH:26][C:27]2=[O:31])=[CH:37][CH:38]=1)([O-:44])=[O:43], predict the reactants needed to synthesize it. The reactants are: [S:1]1[CH:5]=[CH:4][C:3]2[C:6]([N:10]3[CH2:15][CH2:14][N:13]([CH2:16][CH2:17][CH2:18][CH2:19][O:20][C:21]4[CH:30]=[C:29]5[C:24]([CH:25]=[CH:26][C:27](=[O:31])[NH:28]5)=[CH:23][CH:22]=4)[CH2:12][CH2:11]3)=[CH:7][CH:8]=[CH:9][C:2]1=2.[H-].[Na+].[C:34](=[O:48])([O-:47])[O:35][C:36]1[CH:41]=[CH:40][C:39]([N+:42]([O-:44])=[O:43])=[CH:38][C:37]=1CCl.O.[CH2:50]1COCC1. (4) Given the product [Cl:24][C:25]1[CH:26]=[CH:27][C:28]([O:29][C:30]2[N:38]=[CH:37][CH:36]=[CH:35][C:31]=2[C:32]([NH:1][CH2:2][CH2:3][CH2:4][CH2:5][N:6]2[CH2:7][CH2:8][CH:9]([C:12]3[CH:17]=[CH:16][CH:15]=[C:14]([NH:18][C:19](=[O:23])[CH:20]([CH3:21])[CH3:22])[CH:13]=3)[CH2:10][CH2:11]2)=[O:33])=[CH:39][CH:40]=1, predict the reactants needed to synthesize it. The reactants are: [NH2:1][CH2:2][CH2:3][CH2:4][CH2:5][N:6]1[CH2:11][CH2:10][CH:9]([C:12]2[CH:13]=[C:14]([NH:18][C:19](=[O:23])[CH:20]([CH3:22])[CH3:21])[CH:15]=[CH:16][CH:17]=2)[CH2:8][CH2:7]1.[Cl:24][C:25]1[CH:40]=[CH:39][C:28]([O:29][C:30]2[N:38]=[CH:37][CH:36]=[CH:35][C:31]=2[C:32](Cl)=[O:33])=[CH:27][CH:26]=1. (5) Given the product [CH2:1]([O:8][C:9]1[CH:10]=[C:11]([CH:28]([OH:35])[C:29]2[CH:34]=[CH:33][CH:32]=[CH:31][CH:30]=2)[CH:12]=[C:13]2[C:18]=1[N:17]=[CH:16][NH:15][C:14]2=[O:19])[C:2]1[CH:7]=[CH:6][CH:5]=[CH:4][CH:3]=1, predict the reactants needed to synthesize it. The reactants are: [CH2:1]([O:8][C:9]1[CH:10]=[C:11](I)[CH:12]=[C:13]2[C:18]=1[N:17]=[CH:16][NH:15][C:14]2=[O:19])[C:2]1[CH:7]=[CH:6][CH:5]=[CH:4][CH:3]=1.[H-].[Na+].C([Li])(C)(C)C.[CH:28](=[O:35])[C:29]1[CH:34]=[CH:33][CH:32]=[CH:31][CH:30]=1. (6) Given the product [CH3:23][O:24][C:25]1[CH:26]=[C:27]([CH:30]=[CH:31][C:32]=1[O:33][CH3:34])[CH2:28][N:1]1[C:9]2[C:4](=[CH:5][CH:6]=[CH:7][CH:8]=2)[C:3]2([C:21]3[C:12](=[CH:13][C:14]4[O:19][CH2:18][CH2:17][O:16][C:15]=4[CH:20]=3)[O:11][CH2:10]2)[C:2]1=[O:22], predict the reactants needed to synthesize it. The reactants are: [NH:1]1[C:9]2[C:4](=[CH:5][CH:6]=[CH:7][CH:8]=2)[C:3]2([C:21]3[C:12](=[CH:13][C:14]4[O:19][CH2:18][CH2:17][O:16][C:15]=4[CH:20]=3)[O:11][CH2:10]2)[C:2]1=[O:22].[CH3:23][O:24][C:25]1[CH:26]=[C:27]([CH:30]=[CH:31][C:32]=1[O:33][CH3:34])[CH2:28]Br.BrCC1CCCCO1. (7) Given the product [N:11]1([C:4]2[C:3](=[O:10])[CH2:8][CH2:7][CH2:6][CH:5]=2)[CH2:16][CH2:15][O:14][CH2:13][CH2:12]1, predict the reactants needed to synthesize it. The reactants are: N#N.[C:3]1(=[O:10])[CH2:8][CH2:7][CH2:6][CH2:5][C:4]1=O.[NH:11]1[CH2:16][CH2:15][O:14][CH2:13][CH2:12]1.